Dataset: Forward reaction prediction with 1.9M reactions from USPTO patents (1976-2016). Task: Predict the product of the given reaction. (1) Given the reactants C[O:2][C:3](=[O:39])[CH:4]([C:6]1[CH:11]=[CH:10][C:9]([CH2:12][CH:13]2[CH2:38][CH2:37][CH2:36][C:15]3([N:19]([CH2:20][CH2:21][C:22]4[CH:27]=[CH:26][C:25]([O:28][CH3:29])=[CH:24][CH:23]=4)[C:18](=[O:30])[N:17]([CH2:31][CH:32]([CH3:34])[CH3:33])[C:16]3=[O:35])[CH2:14]2)=[CH:8][CH:7]=1)[CH3:5].[Li+].[OH-].Cl, predict the reaction product. The product is: [CH2:31]([N:17]1[C:16](=[O:35])[C:15]2([CH2:36][CH2:37][CH2:38][CH:13]([CH2:12][C:9]3[CH:10]=[CH:11][C:6]([CH:4]([CH3:5])[C:3]([OH:39])=[O:2])=[CH:7][CH:8]=3)[CH2:14]2)[N:19]([CH2:20][CH2:21][C:22]2[CH:27]=[CH:26][C:25]([O:28][CH3:29])=[CH:24][CH:23]=2)[C:18]1=[O:30])[CH:32]([CH3:34])[CH3:33]. (2) Given the reactants [OH:1][C:2]1[CH:6]([CH:7]([CH3:9])[CH3:8])[NH:5][C:4](=[O:10])[C:3]=1[CH:11]([C:27]1[CH:32]=[CH:31][CH:30]=[CH:29][CH:28]=1)[C:12]1[NH:13][C:14]2[C:19]([C:20]=1[CH2:21][CH2:22][O:23]C(=O)C)=[CH:18][CH:17]=[CH:16][CH:15]=2.[Li+].[OH-], predict the reaction product. The product is: [OH:1][C:2]1[CH:6]([CH:7]([CH3:8])[CH3:9])[NH:5][C:4](=[O:10])[C:3]=1[CH:11]([C:12]1[NH:13][C:14]2[C:19]([C:20]=1[CH2:21][CH2:22][OH:23])=[CH:18][CH:17]=[CH:16][CH:15]=2)[C:27]1[CH:32]=[CH:31][CH:30]=[CH:29][CH:28]=1.